Dataset: Reaction yield outcomes from USPTO patents with 853,638 reactions. Task: Predict the reaction yield, written as a fraction of the theoretical maximum amount of product (1.0 means a 100% yield; for example, 0.34 means a 34% yield). (1) The product is [F:25][C:14]([F:13])([C:15](=[O:17])[CH:10]=[C:8]1[NH:7][C:6]2[CH:11]=[CH:12][C:3]([O:2][CH3:1])=[CH:4][C:5]=2[S:9]1)[C:20](=[O:22])[CH:10]=[C:8]1[NH:7][C:6]2[CH:11]=[CH:12][C:3]([O:2][CH3:1])=[CH:4][C:5]=2[S:9]1. The yield is 0.400. The reactants are [CH3:1][O:2][C:3]1[CH:12]=[CH:11][C:6]2[N:7]=[C:8]([CH3:10])[S:9][C:5]=2[CH:4]=1.[F:13][C:14]([F:25])([C:20]([O:22]CC)=O)[C:15]([O:17]CC)=O. No catalyst specified. (2) The reactants are Cl[C:2]1[C:3]2[C:23]([CH3:24])=[C:22]([CH3:25])[S:21][C:4]=2[C:5]2[C:19]([CH3:20])=[N:18][O:17][C:6]=2[C@H:7]([CH2:9][C:10]([O:12][C:13]([CH3:16])([CH3:15])[CH3:14])=[O:11])[N:8]=1.[C:26]1([OH:32])[CH:31]=[CH:30][CH:29]=[CH:28][CH:27]=1. The catalyst is N1C=CC=CC=1. The product is [CH3:25][C:22]1[S:21][C:4]2[C:5]3[C:19]([CH3:20])=[N:18][O:17][C:6]=3[C@H:7]([CH2:9][C:10]([O:12][C:13]([CH3:16])([CH3:15])[CH3:14])=[O:11])[N:8]=[C:2]([O:32][C:26]3[CH:31]=[CH:30][CH:29]=[CH:28][CH:27]=3)[C:3]=2[C:23]=1[CH3:24]. The yield is 0.0790. (3) The reactants are C(N1C=CN=C1)(N1C=CN=C1)=O.[C:13]([O:17][C:18]([NH:20][CH2:21][CH2:22][CH2:23][CH2:24][C:25]1[CH:33]=[CH:32][C:28]([C:29]([OH:31])=O)=[CH:27][CH:26]=1)=[O:19])([CH3:16])([CH3:15])[CH3:14].[CH2:34]([CH2:36][NH2:37])[OH:35]. The catalyst is C1COCC1. The product is [C:13]([O:17][C:18](=[O:19])[NH:20][CH2:21][CH2:22][CH2:23][CH2:24][C:25]1[CH:26]=[CH:27][C:28]([C:29](=[O:31])[NH:37][CH2:36][CH2:34][OH:35])=[CH:32][CH:33]=1)([CH3:14])([CH3:15])[CH3:16]. The yield is 0.710.